From a dataset of Full USPTO retrosynthesis dataset with 1.9M reactions from patents (1976-2016). Predict the reactants needed to synthesize the given product. Given the product [CH2:1]1[O:34][C:33]2[CH:32]=[CH:31][C:5]([CH2:6][N:7]([S:18]([C:21]3[C:22]([CH3:30])=[CH:23][C:24]([O:28][CH3:29])=[CH:25][C:26]=3[CH3:27])(=[O:20])=[O:19])[C@H:8]([CH2:16][NH:17][S:42]([CH3:41])(=[O:44])=[O:43])[C:9]([O:11][C:12]([CH3:13])([CH3:14])[CH3:15])=[O:10])=[CH:4][C:3]=2[O:2]1, predict the reactants needed to synthesize it. The reactants are: [CH2:1]1[O:34][C:33]2[CH:32]=[CH:31][C:5]([CH2:6][N:7]([S:18]([C:21]3[C:26]([CH3:27])=[CH:25][C:24]([O:28][CH3:29])=[CH:23][C:22]=3[CH3:30])(=[O:20])=[O:19])[C@H:8]([CH2:16][NH2:17])[C:9]([O:11][C:12]([CH3:15])([CH3:14])[CH3:13])=[O:10])=[CH:4][C:3]=2[O:2]1.C[Si](C#N)(C)C.[CH3:41][S:42](Cl)(=[O:44])=[O:43].C(OCC)(=O)C.